From a dataset of Forward reaction prediction with 1.9M reactions from USPTO patents (1976-2016). Predict the product of the given reaction. (1) Given the reactants [CH2:1]([C:5]1[C:9](/[CH:10]=[CH:11]/[C:12]2[S:13][C:14]([C:18]([OH:20])=O)=[C:15]([CH3:17])[N:16]=2)=[C:8]([CH3:21])[O:7][N:6]=1)[CH2:2][CH2:3][CH3:4].[CH2:22]([NH2:24])[CH3:23], predict the reaction product. The product is: [CH2:22]([NH:24][C:18]([C:14]1[S:13][C:12](/[CH:11]=[CH:10]/[C:9]2[C:5]([CH2:1][CH2:2][CH2:3][CH3:4])=[N:6][O:7][C:8]=2[CH3:21])=[N:16][C:15]=1[CH3:17])=[O:20])[CH3:23]. (2) Given the reactants [OH:1][C:2]1[C:9]([CH3:10])=[C:8]([O:11][CH2:12][CH2:13][CH3:14])[CH:7]=[CH:6][C:3]=1[CH:4]=[O:5].[C:15]([O:18][CH2:19][CH2:20][CH2:21][CH2:22]Br)(=[O:17])[CH3:16], predict the reaction product. The product is: [C:15]([O:18][CH2:19][CH2:20][CH2:21][CH2:22][O:1][C:2]1[C:9]([CH3:10])=[C:8]([O:11][CH2:12][CH2:13][CH3:14])[CH:7]=[CH:6][C:3]=1[CH:4]=[O:5])(=[O:17])[CH3:16]. (3) Given the reactants [CH3:1][C:2]([C:4]1[CH:9]=[C:8]([O:10][CH2:11][C:12]([F:15])([F:14])[F:13])[CH:7]=[CH:6][C:5]=1[O:16][CH2:17][C:18]([F:21])([F:20])[F:19])=[O:3].[CH:22](=O)[C:23]1[CH:28]=[CH:27][CH:26]=[CH:25][CH:24]=1, predict the reaction product. The product is: [F:21][C:18]([F:19])([F:20])[CH2:17][O:16][C:5]1[CH:6]=[CH:7][C:8]([O:10][CH2:11][C:12]([F:13])([F:14])[F:15])=[CH:9][C:4]=1[C:2](=[O:3])[CH:1]=[CH:22][C:23]1[CH:28]=[CH:27][CH:26]=[CH:25][CH:24]=1. (4) The product is: [C:12]([O:16][C:17]([NH:19][CH:20]1[CH2:25][CH2:24][CH2:23][N:22]([C:9]([O:8][CH2:1][C:2]2[CH:7]=[CH:6][CH:5]=[CH:4][CH:3]=2)=[O:10])[CH:21]1[CH2:26][C:27]([O:29][CH2:30][CH3:31])=[O:28])=[O:18])([CH3:15])([CH3:14])[CH3:13]. Given the reactants [CH2:1]([O:8][C:9](Cl)=[O:10])[C:2]1[CH:7]=[CH:6][CH:5]=[CH:4][CH:3]=1.[C:12]([O:16][C:17]([NH:19][CH:20]1[CH2:25][CH2:24][CH2:23][NH:22][CH:21]1[CH2:26][C:27]([O:29][CH2:30][CH3:31])=[O:28])=[O:18])([CH3:15])([CH3:14])[CH3:13].O1CCCC1.C(N(CC)CC)C, predict the reaction product. (5) Given the reactants [C:1]([CH2:9][CH2:10][C:11](=O)[C:12]1[CH:17]=[CH:16][CH:15]=[CH:14][CH:13]=1)(=O)[C:2]1[CH:7]=[CH:6][CH:5]=[CH:4][CH:3]=1.C(=O)(O)O.[NH2:23][NH:24][C:25]([NH2:27])=[NH:26].[ClH:28], predict the reaction product. The product is: [ClH:28].[ClH:28].[C:2]1([C:1](=[N:23][NH:24][C:25](=[NH:26])[NH2:27])[CH2:9][CH2:10][C:11](=[N:23][NH:24][C:25](=[NH:27])[NH2:26])[C:12]2[CH:17]=[CH:16][CH:15]=[CH:14][CH:13]=2)[CH:7]=[CH:6][CH:5]=[CH:4][CH:3]=1. (6) Given the reactants [Cl:1][C:2]1[CH:3]=[C:4]([CH2:9][C:10]([CH3:17])=[CH:11][C:12]([O:14]CC)=O)[CH:5]=[CH:6][C:7]=1[F:8], predict the reaction product. The product is: [Cl:1][C:2]1[CH:3]=[C:4]2[C:5](=[CH:6][C:7]=1[F:8])[C:12]([OH:14])=[CH:11][C:10]([CH3:17])=[CH:9]2. (7) Given the reactants S(Cl)(Cl)=O.[CH:5]1([CH2:8][C:9]([OH:11])=O)[CH2:7][CH2:6]1.[Cl:12][C:13]1[C:14]([N:21]2[CH2:26][CH2:25][C:24]3([C:34]4[C:29](=[CH:30][CH:31]=[CH:32][CH:33]=4)[CH:28]=[CH:27]3)[CH2:23][CH2:22]2)=[CH:15][N:16]=[N:17][C:18]=1[NH:19][NH2:20].C(=O)(O)[O-].[Na+], predict the reaction product. The product is: [Cl:12][C:13]1[C:14]([N:21]2[CH2:26][CH2:25][C:24]3([C:34]4[C:29](=[CH:30][CH:31]=[CH:32][CH:33]=4)[CH:28]=[CH:27]3)[CH2:23][CH2:22]2)=[CH:15][N:16]=[N:17][C:18]=1[NH:19][NH:20][C:9](=[O:11])[CH2:8][CH:5]1[CH2:6][CH2:7]1.